This data is from Reaction yield outcomes from USPTO patents with 853,638 reactions. The task is: Predict the reaction yield, written as a fraction of the theoretical maximum amount of product (1.0 means a 100% yield; for example, 0.34 means a 34% yield). The product is [CH2:1]([O:8][CH2:9][C:10]1([CH2:20][OH:21])[CH2:19][CH2:18][C:13]2([O:14][CH2:15][CH2:16][O:17]2)[CH2:12][CH2:11]1)[C:2]1[CH:7]=[CH:6][CH:5]=[CH:4][CH:3]=1. The yield is 0.750. The catalyst is O1CCCC1. The reactants are [CH2:1]([O:8][CH2:9][C:10]1([C:20](OCC)=[O:21])[CH2:19][CH2:18][C:13]2([O:17][CH2:16][CH2:15][O:14]2)[CH2:12][CH2:11]1)[C:2]1[CH:7]=[CH:6][CH:5]=[CH:4][CH:3]=1.[BH4-].[Li+].